This data is from Full USPTO retrosynthesis dataset with 1.9M reactions from patents (1976-2016). The task is: Predict the reactants needed to synthesize the given product. (1) Given the product [F:26][C:23]1[C:24]2[CH:25]=[C:5]3[C:4]4[N:3]=[C:2]([C:37]5[C:38]([N:40]([CH3:45])[S:41]([CH3:44])(=[O:43])=[O:42])=[CH:39][C:34]6[O:33][C:32]([C:55]7[CH:56]=[N:57][C:58]([CH3:61])=[CH:59][CH:60]=7)=[C:31]([C:29]([NH:28][CH3:27])=[O:30])[C:35]=6[CH:36]=5)[CH:11]=[CH:10][C:9]=4[CH2:8][CH:7]([CH2:12][CH2:13][N:14]4[CH2:17][CH:16]([F:18])[CH2:15]4)[N:6]3[C:19]=2[CH:20]=[CH:21][CH:22]=1, predict the reactants needed to synthesize it. The reactants are: Cl[C:2]1[CH:11]=[CH:10][C:9]2[CH2:8][CH:7]([CH2:12][CH2:13][N:14]3[CH2:17][CH:16]([F:18])[CH2:15]3)[N:6]3[C:19]4[CH:20]=[CH:21][CH:22]=[C:23]([F:26])[C:24]=4[CH:25]=[C:5]3[C:4]=2[N:3]=1.[CH3:27][NH:28][C:29]([C:31]1[C:35]2[CH:36]=[C:37](B3OC(C)(C)C(C)(C)O3)[C:38]([N:40]([CH3:45])[S:41]([CH3:44])(=[O:43])=[O:42])=[CH:39][C:34]=2[O:33][C:32]=1[C:55]1[CH:56]=[N:57][C:58]([CH3:61])=[CH:59][CH:60]=1)=[O:30].C([O-])([O-])=O.[K+].[K+].CC(C1C=C(C(C)C)C(C2C=CC=CC=2P(C2CCCCC2)C2CCCCC2)=C(C(C)C)C=1)C. (2) Given the product [CH:26]1([NH:25][C:21]2[CH:20]=[C:19]([C:7]3[CH:6]=[C:5]([C:3]([NH2:32])=[O:2])[CH:10]=[C:9]([N:11]4[CH2:16][CH2:15][NH:14][C:13]([CH3:18])([CH3:17])[CH2:12]4)[N:8]=3)[CH:24]=[CH:23][N:22]=2)[CH2:27][CH2:28][CH2:29][CH2:30][CH2:31]1, predict the reactants needed to synthesize it. The reactants are: C[O:2][C:3]([C:5]1[CH:10]=[C:9]([N:11]2[CH2:16][CH2:15][NH:14][C:13]([CH3:18])([CH3:17])[CH2:12]2)[N:8]=[C:7]([C:19]2[CH:24]=[CH:23][N:22]=[C:21]([NH:25][CH:26]3[CH2:31][CH2:30][CH2:29][CH2:28][CH2:27]3)[CH:20]=2)[CH:6]=1)=O.[NH3:32].